This data is from Forward reaction prediction with 1.9M reactions from USPTO patents (1976-2016). The task is: Predict the product of the given reaction. (1) Given the reactants [CH:1]1[C:10]2[C:5](=[CH:6][CH:7]=[CH:8][CH:9]=2)[CH:4]=[CH:3][C:2]=1[C:11]([OH:13])=O.CN(C(ON1N=NC2C=CC=NC1=2)=[N+](C)C)C.F[P-](F)(F)(F)(F)F.CCN(C(C)C)C(C)C.[I-].[CH2:48]([N+:52]1[N:56]=[C:55]([CH3:57])[S:54][C:53]=1[CH3:58])[CH2:49][CH2:50][CH3:51], predict the reaction product. The product is: [CH2:48]([N:52]1[N:56]=[C:55]([CH3:57])[S:54]/[C:53]/1=[CH:58]\[C:11]([C:2]1[CH:3]=[CH:4][C:5]2[C:10](=[CH:9][CH:8]=[CH:7][CH:6]=2)[CH:1]=1)=[O:13])[CH2:49][CH2:50][CH3:51]. (2) Given the reactants [F:1][C:2]([F:16])([F:15])[C:3]1[NH:4][C:5]2[C:10]([CH:11]=1)=[CH:9][C:8]([C:12]#[N:13])=[CH:7][C:6]=2[Br:14].O1CCCC1.B, predict the reaction product. The product is: [F:16][C:2]([F:1])([F:15])[C:3]1[NH:4][C:5]2[C:10]([CH:11]=1)=[CH:9][C:8]([CH2:12][NH2:13])=[CH:7][C:6]=2[Br:14]. (3) Given the reactants [C:1]([CH2:3][C:4]([O:6][CH2:7][CH3:8])=[O:5])#[N:2].[N:9]([CH2:12][CH2:13][CH3:14])=[C:10]=[O:11].C(N(CC)CC)C, predict the reaction product. The product is: [C:1]([CH:3]([C:10](=[O:11])[NH:9][CH2:12][CH2:13][CH3:14])[C:4]([O:6][CH2:7][CH3:8])=[O:5])#[N:2]. (4) Given the reactants [CH:1]12[O:6][CH:5]1[CH2:4][N:3]([C:7]([O:9][C:10]([CH3:13])([CH3:12])[CH3:11])=[O:8])[CH2:2]2.[C:14]1([Mg]Br)[CH:19]=[CH:18][CH:17]=[CH:16][CH:15]=1.[NH4+].[Cl-], predict the reaction product. The product is: [C:10]([O:9][C:7]([N:3]1[CH2:2][C@@H:1]([C:14]2[CH:19]=[CH:18][CH:17]=[CH:16][CH:15]=2)[C@H:5]([OH:6])[CH2:4]1)=[O:8])([CH3:13])([CH3:12])[CH3:11].